Dataset: NCI-60 drug combinations with 297,098 pairs across 59 cell lines. Task: Regression. Given two drug SMILES strings and cell line genomic features, predict the synergy score measuring deviation from expected non-interaction effect. (1) Drug 1: C1CCN(CC1)CCOC2=CC=C(C=C2)C(=O)C3=C(SC4=C3C=CC(=C4)O)C5=CC=C(C=C5)O. Drug 2: C1C(C(OC1N2C=NC3=C(N=C(N=C32)Cl)N)CO)O. Cell line: NCI-H322M. Synergy scores: CSS=-5.76, Synergy_ZIP=1.33, Synergy_Bliss=-3.03, Synergy_Loewe=-3.72, Synergy_HSA=-6.00. (2) Drug 1: C1CCC(C1)C(CC#N)N2C=C(C=N2)C3=C4C=CNC4=NC=N3. Drug 2: CC12CCC3C(C1CCC2O)C(CC4=C3C=CC(=C4)O)CCCCCCCCCS(=O)CCCC(C(F)(F)F)(F)F. Cell line: HCC-2998. Synergy scores: CSS=-2.27, Synergy_ZIP=5.77, Synergy_Bliss=3.29, Synergy_Loewe=-4.34, Synergy_HSA=-2.55. (3) Drug 1: C1CC(=O)NC(=O)C1N2CC3=C(C2=O)C=CC=C3N. Drug 2: C1=NNC2=C1C(=O)NC=N2. Cell line: M14. Synergy scores: CSS=5.27, Synergy_ZIP=0.498, Synergy_Bliss=2.29, Synergy_Loewe=3.32, Synergy_HSA=2.68.